From a dataset of Reaction yield outcomes from USPTO patents with 853,638 reactions. Predict the reaction yield, written as a fraction of the theoretical maximum amount of product (1.0 means a 100% yield; for example, 0.34 means a 34% yield). (1) The product is [CH3:1][O:2][CH2:3][CH2:4][O:5][C:6]1[CH:12]=[CH:11][C:9]([NH:10][N:17]=[C:22]([CH3:21])[C:23]([O:25][CH2:26][CH3:27])=[O:24])=[C:8]([N+:13]([O-:15])=[O:14])[CH:7]=1. The yield is 0.0600. The catalyst is O.C(O)C.C(#N)C. The reactants are [CH3:1][O:2][CH2:3][CH2:4][O:5][C:6]1[CH:12]=[CH:11][C:9]([NH2:10])=[C:8]([N+:13]([O-:15])=[O:14])[CH:7]=1.Cl.[N:17]([O-])=O.[Na+].[CH3:21][CH:22](C(C)=O)[C:23]([O:25][CH2:26][CH3:27])=[O:24].[OH-].[K+]. (2) The reactants are C(N[C:10]([N:12]([CH2:21][C:22]1[NH:26][C:25]([CH2:27][CH2:28][CH2:29][CH3:30])=[N:24][C:23]=1[Cl:31])[C:13]1[N:14]=[CH:15][NH:16][C:17]=1[C:18]([NH2:20])=[O:19])=[S:11])(=O)C1C=CC=CC=1. The catalyst is N. The product is [CH2:27]([C:25]1[NH:26][C:22]([CH2:21][N:12]2[C:13]3[N:14]=[CH:15][NH:16][C:17]=3[C:18](=[O:19])[NH:20][C:10]2=[S:11])=[C:23]([Cl:31])[N:24]=1)[CH2:28][CH2:29][CH3:30]. The yield is 0.140.